From a dataset of Tyrosyl-DNA phosphodiesterase HTS with 341,365 compounds. Binary Classification. Given a drug SMILES string, predict its activity (active/inactive) in a high-throughput screening assay against a specified biological target. (1) The compound is S1(=O)(=O)N(N=Nc2c1cccc2)Cc1ccc(C(C)(C)C)cc1. The result is 0 (inactive). (2) The drug is s1c(c2c(n(c3c(c2=O)cccc3)C)NC(=O)CC)ccc1. The result is 0 (inactive). (3) The drug is S(=O)(=O)(N1C(CCC1)C(=O)NCc1c(F)cccc1)c1ccc(F)cc1. The result is 0 (inactive). (4) The drug is O=C(N\N=C\c1ccncc1)c1c([N+]([O-])=O)cccc1. The result is 0 (inactive). (5) The molecule is S=C(N1CCN(CC1)c1ccc(OC)cc1)Nc1c(ccc(c1)C)C. The result is 0 (inactive).